Dataset: Reaction yield outcomes from USPTO patents with 853,638 reactions. Task: Predict the reaction yield, written as a fraction of the theoretical maximum amount of product (1.0 means a 100% yield; for example, 0.34 means a 34% yield). (1) The reactants are [CH2:1]1[CH:10]2[N:5]([CH2:6][CH2:7][CH2:8][CH2:9]2)[CH2:4][CH:3]([C:11](OCC)=[O:12])[CH2:2]1.[H-].[Al+3].[Li+].[H-].[H-].[H-].C(OCC)(=O)C.[OH-].[Na+]. The catalyst is O1CCCC1.O. The product is [CH2:1]1[CH:10]2[N:5]([CH2:6][CH2:7][CH2:8][CH2:9]2)[CH2:4][CH:3]([CH2:11][OH:12])[CH2:2]1. The yield is 0.880. (2) The reactants are [Cl:1][S:2]([OH:5])(=O)=[O:3].[CH3:6][O:7][C:8](=[O:16])[C:9]1[CH:14]=[CH:13][CH:12]=[CH:11][C:10]=1[CH3:15]. No catalyst specified. The product is [CH3:6][O:7][C:8](=[O:16])[C:9]1[CH:14]=[C:13]([S:2]([Cl:1])(=[O:5])=[O:3])[CH:12]=[CH:11][C:10]=1[CH3:15]. The yield is 0.370.